This data is from M1 muscarinic receptor agonist screen with 61,833 compounds. The task is: Binary Classification. Given a drug SMILES string, predict its activity (active/inactive) in a high-throughput screening assay against a specified biological target. (1) The molecule is Clc1ccc(OCc2oc(cc2)C(=O)Nc2sccn2)cc1. The result is 0 (inactive). (2) The compound is S(CC(=O)N1CCOCC1)c1n(CC)c(O)cc(=O)n1. The result is 0 (inactive). (3) The molecule is o1cc(C2NC(=O)NC(=C2C(OCC)=O)C)cc1. The result is 0 (inactive). (4) The compound is O1C(Cc2c(c3c(nc12)c(ccc3)C)C)C. The result is 0 (inactive). (5) The molecule is O1C2(C(CC1=O)C(=O)Nc1c(OC)ccc(c1)C)CCCCC2. The result is 0 (inactive). (6) The drug is o1c(nc2c1cccc2)c1cc(N2C(=O)c3c(C2=O)cccc3)ccc1. The result is 0 (inactive). (7) The compound is s1c(C(O)c2cccnc2)ccc1. The result is 0 (inactive). (8) The molecule is O(c1c(OC)cc(cc1)/C=N\n1ncnc1)CC=C. The result is 0 (inactive). (9) The drug is Brc1c(c2oc(SCC(Oc3cc(OC)ccc3)=O)nn2)cccc1. The result is 0 (inactive).